Predict the reaction yield, written as a fraction of the theoretical maximum amount of product (1.0 means a 100% yield; for example, 0.34 means a 34% yield). From a dataset of Reaction yield outcomes from USPTO patents with 853,638 reactions. (1) The reactants are ClC1N=C(Cl)N=C(Cl)N=1.[CH2:10]([O:17][C:18]1[C:23](=[O:24])[N:22]2[CH:25]=[C:26]([CH3:29])[CH:27]=[CH:28][C:21]2=[N:20][C:19]=1[CH:30]=[N:31]O)[C:11]1[CH:16]=[CH:15][CH:14]=[CH:13][CH:12]=1.C(OCC)(=O)C. The catalyst is CN(C)C=O. The product is [CH2:10]([O:17][C:18]1[C:23](=[O:24])[N:22]2[CH:25]=[C:26]([CH3:29])[CH:27]=[CH:28][C:21]2=[N:20][C:19]=1[C:30]#[N:31])[C:11]1[CH:12]=[CH:13][CH:14]=[CH:15][CH:16]=1. The yield is 0.607. (2) The reactants are N[CH2:2][C:3]1[CH:4]=[C:5]2[C:9](=[C:10]([CH3:12])[CH:11]=1)[C:8](=[O:13])[N:7]([CH2:14][C:15]1[CH:20]=[CH:19][C:18]([O:21][C:22]([F:25])([F:24])[F:23])=[CH:17][CH:16]=1)[CH2:6]2.[N+]([O-])([O-])=O.[Na+].[BrH:31]. The catalyst is O. The product is [Br:31][CH2:2][C:3]1[CH:4]=[C:5]2[C:9](=[C:10]([CH3:12])[CH:11]=1)[C:8](=[O:13])[N:7]([CH2:14][C:15]1[CH:20]=[CH:19][C:18]([O:21][C:22]([F:25])([F:24])[F:23])=[CH:17][CH:16]=1)[CH2:6]2. The yield is 0.700. (3) The reactants are Cl.Cl.C[C@H]1CCCN1[C@@H]1CCNC1.[C:14]([C@:21]1(C)[CH2:26][CH2:25][CH2:24][CH2:23][N:22]1[CH:27]1[CH2:32][CH2:31][NH:30][CH2:29][CH2:28]1)(OC(C)(C)C)=O.S(C1C=CC(C)=CC=1)([O-])(=O)=O. No catalyst specified. The product is [CH3:14][C@H:21]1[CH2:26][CH2:25][CH2:24][CH2:23][N:22]1[CH:27]1[CH2:32][CH2:31][NH:30][CH2:29][CH2:28]1. The yield is 0.940. (4) The reactants are [O:1]=[C:2]1[C:6]2([CH2:11][CH2:10][N:9]([CH2:12][CH2:13][CH2:14][N:15]3[C:23]4[C:18](=[CH:19][CH:20]=[CH:21][CH:22]=4)[C:17]4([CH2:25][CH2:24]4)[C:16]3=[O:26])[CH2:8][CH2:7]2)[N:5]([C:27]2[CH:32]=[CH:31][CH:30]=[CH:29][CH:28]=2)[CH2:4][N:3]1[CH2:33][C:34]1[CH:35]=[C:36]([CH:44]=[CH:45][CH:46]=1)[C:37]([O:39]C(C)(C)C)=[O:38].C(O)=O.C([O-])=O.[ClH:53]. The catalyst is O1CCOCC1. The product is [ClH:53].[O:1]=[C:2]1[C:6]2([CH2:11][CH2:10][N:9]([CH2:12][CH2:13][CH2:14][N:15]3[C:23]4[C:18](=[CH:19][CH:20]=[CH:21][CH:22]=4)[C:17]4([CH2:25][CH2:24]4)[C:16]3=[O:26])[CH2:8][CH2:7]2)[N:5]([C:27]2[CH:28]=[CH:29][CH:30]=[CH:31][CH:32]=2)[CH2:4][N:3]1[CH2:33][C:34]1[CH:35]=[C:36]([CH:44]=[CH:45][CH:46]=1)[C:37]([OH:39])=[O:38]. The yield is 0.650. (5) The reactants are [C:1]([O:5][C:6]([N:8]1[C@H:17]([C:18](O)=[O:19])[CH2:16][C:15]2[C:10](=[CH:11][CH:12]=[CH:13][CH:14]=2)[CH2:9]1)=[O:7])([CH3:4])([CH3:3])[CH3:2].C(Cl)CCl.N1C2C(=NC=CC=2)N(O)N=1.[CH2:35]([NH:43][CH2:44][C:45]1[CH:54]=[CH:53][C:48]([C:49]([O:51][CH3:52])=[O:50])=[CH:47][CH:46]=1)[CH2:36][C:37]1[CH:42]=[CH:41][CH:40]=[CH:39][CH:38]=1.CN1CCOCC1. The catalyst is CN(C=O)C.C(OCC)(=O)C.[Cl-].[Na+].O. The product is [CH3:52][O:51][C:49]([C:48]1[CH:47]=[CH:46][C:45]([CH2:44][N:43]([CH2:35][CH2:36][C:37]2[CH:38]=[CH:39][CH:40]=[CH:41][CH:42]=2)[C:18]([C@@H:17]2[CH2:16][C:15]3[C:10](=[CH:11][CH:12]=[CH:13][CH:14]=3)[CH2:9][N:8]2[C:6]([O:5][C:1]([CH3:4])([CH3:3])[CH3:2])=[O:7])=[O:19])=[CH:54][CH:53]=1)=[O:50]. The yield is 0.850. (6) The reactants are C(O[N:9]1[CH:14]=[CH:13][CH:12]=[CH:11][C:10]1=[O:15])C1C=CC=CC=1.Br[C:17]1[CH:22]=[C:21]2[N:23]([CH3:34])[C:24]3[CH:33]4[N:28]([CH2:29][CH2:30][CH2:31][CH2:32]4)[CH2:27][CH2:26][C:25]=3[C:20]2=[CH:19][CH:18]=1.BrC1C=C2C([C:40]3[CH2:52][CH2:51][N:50]4[CH:46]([CH2:47]CC4)[C:41]=3N2C)=CC=1.[ClH:53].C[OH:55]. The catalyst is CCOCC. The product is [ClH:53].[Cl:53][C:52]1[CH:40]=[CH:41][C:46]([CH2:47][O:55][C:12]2[CH:13]=[CH:14][N:9]([C:17]3[CH:22]=[C:21]4[N:23]([CH3:34])[C:24]5[CH:33]6[N:28]([CH2:29][CH2:30][CH2:31][CH2:32]6)[CH2:27][CH2:26][C:25]=5[C:20]4=[CH:19][CH:18]=3)[C:10](=[O:15])[CH:11]=2)=[N:50][CH:51]=1. The yield is 0.950.